This data is from Full USPTO retrosynthesis dataset with 1.9M reactions from patents (1976-2016). The task is: Predict the reactants needed to synthesize the given product. Given the product [N:13]1[CH:14]=[CH:15][CH:16]=[CH:17][C:12]=1[S:11][S:5][CH2:3][CH2:8][OH:10], predict the reactants needed to synthesize it. The reactants are: CO[C:3]([S:5]Cl)=O.S[CH:8]([OH:10])C.[SH:11][C:12]1[CH:17]=[CH:16][CH:15]=[CH:14][N:13]=1.